From a dataset of Forward reaction prediction with 1.9M reactions from USPTO patents (1976-2016). Predict the product of the given reaction. (1) Given the reactants [Cl:1][C:2]1[N:7]=[C:6]([N:8]2[CH2:14][C@H:13]3[NH:15][C@H:10]([CH2:11][CH2:12]3)[CH2:9]2)[CH:5]=[CH:4][N:3]=1.C(N(CC)CC)C.[CH:23]1([C:26](Cl)=[O:27])[CH2:25][CH2:24]1, predict the reaction product. The product is: [Cl:1][C:2]1[N:7]=[C:6]([N:8]2[CH2:9][C@H:10]3[N:15]([C:26]([CH:23]4[CH2:25][CH2:24]4)=[O:27])[C@H:13]([CH2:12][CH2:11]3)[CH2:14]2)[CH:5]=[CH:4][N:3]=1. (2) The product is: [CH2:1]([O:3][C:4]([C:6]1[N:11]=[C:10]([C:23]2[CH:28]=[CH:27][CH:26]=[CH:25][CH:24]=2)[C:9]2[N:13]=[C:14]([C:16]3[CH:21]=[CH:20][CH:19]=[CH:18][CH:17]=3)[S:15][C:8]=2[C:7]=1[OH:22])=[O:5])[CH3:2]. Given the reactants [CH2:1]([O:3][C:4]([C:6]1[N:11]=[C:10](Br)[C:9]2[N:13]=[C:14]([C:16]3[CH:21]=[CH:20][CH:19]=[CH:18][CH:17]=3)[S:15][C:8]=2[C:7]=1[OH:22])=[O:5])[CH3:2].[C:23]1(B(O)O)[CH:28]=[CH:27][CH:26]=[CH:25][CH:24]=1.C(=O)([O-])[O-].[K+].[K+], predict the reaction product. (3) Given the reactants [Cl:1][C:2]1[C:3]([OH:13])=[CH:4][CH:5]=[C:6]2[C:11]=1[N:10]=[C:9]([CH3:12])[CH:8]=[CH:7]2.C(=O)([O-])[O-].[K+].[K+].Br[CH2:21][CH2:22][O:23][CH3:24], predict the reaction product. The product is: [Cl:1][C:2]1[C:3]([O:13][CH2:21][CH2:22][O:23][CH3:24])=[CH:4][CH:5]=[C:6]2[C:11]=1[N:10]=[C:9]([CH3:12])[CH:8]=[CH:7]2. (4) Given the reactants [Cl:1][C:2]1[CH:3]=[C:4]([C:10]([OH:12])=[O:11])[CH:5]=[N:6][C:7]=1[NH:8][NH2:9].[C:13]1([CH:19]([N:27]=[C:28]=[S:29])[CH2:20][C:21]2[CH:26]=[CH:25][CH:24]=[CH:23][CH:22]=2)[CH:18]=[CH:17][CH:16]=[CH:15][CH:14]=1, predict the reaction product. The product is: [Cl:1][C:2]1[CH:3]=[C:4]([C:10]([OH:12])=[O:11])[CH:5]=[N:6][C:7]=1[NH:8][NH:9][C:28]([NH:27][CH:19]([C:13]1[CH:18]=[CH:17][CH:16]=[CH:15][CH:14]=1)[CH2:20][C:21]1[CH:26]=[CH:25][CH:24]=[CH:23][CH:22]=1)=[S:29]. (5) Given the reactants [C:1]1([N:7]2[C:11]([C:12]3[CH:17]=[CH:16][CH:15]=[CH:14][CH:13]=3)=[CH:10][CH:9]=[C:8]2[C:18]2[CH:19]=[C:20]3[C:25](=[CH:26][CH:27]=2)[CH:24]=[C:23]([O:28][CH2:29][C:30]([O:32]C)=[O:31])[CH:22]=[CH:21]3)[CH:6]=[CH:5][CH:4]=[CH:3][CH:2]=1.[OH-].[Na+].C1COCC1.CO, predict the reaction product. The product is: [C:1]1([N:7]2[C:11]([C:12]3[CH:13]=[CH:14][CH:15]=[CH:16][CH:17]=3)=[CH:10][CH:9]=[C:8]2[C:18]2[CH:19]=[C:20]3[C:25](=[CH:26][CH:27]=2)[CH:24]=[C:23]([O:28][CH2:29][C:30]([OH:32])=[O:31])[CH:22]=[CH:21]3)[CH:6]=[CH:5][CH:4]=[CH:3][CH:2]=1. (6) Given the reactants [Cl:1][C:2]1[CH:10]=[C:6]([C:7]([OH:9])=O)[C:5]([OH:11])=[CH:4][CH:3]=1.[NH2:12][C:13]1[CH:14]=[C:15]([C:21]2[CH:26]=[CH:25][CH:24]=[CH:23][CH:22]=2)[CH:16]=[CH:17][C:18]=1[O:19][CH3:20], predict the reaction product. The product is: [Cl:1][C:2]1[CH:3]=[CH:4][C:5]([OH:11])=[C:6]([CH:10]=1)[C:7]([NH:12][C:13]1[CH:14]=[C:15]([C:21]2[CH:22]=[CH:23][CH:24]=[CH:25][CH:26]=2)[CH:16]=[CH:17][C:18]=1[O:19][CH3:20])=[O:9]. (7) The product is: [CH3:19][N:16]1[CH2:17][CH2:18][CH:13]([O:12][C:10]2[CH:9]=[CH:8][CH:7]=[C:6]3[C:11]=2[C:2]([NH:28][C@@H:21]([C:22]2[CH:27]=[CH:26][CH:25]=[CH:24][CH:23]=2)[CH3:20])=[N:3][CH:4]=[N:5]3)[CH2:14][CH2:15]1. Given the reactants Cl[C:2]1[C:11]2[C:6](=[CH:7][CH:8]=[CH:9][C:10]=2[O:12][CH:13]2[CH2:18][CH2:17][N:16]([CH3:19])[CH2:15][CH2:14]2)[N:5]=[CH:4][N:3]=1.[CH3:20][C@@H:21]([NH2:28])[C:22]1[CH:27]=[CH:26][CH:25]=[CH:24][CH:23]=1.C(N(C(C)C)CC)(C)C, predict the reaction product. (8) Given the reactants C([Li:5])CCC.[CH:6]([NH:9][CH:10]([CH3:12])[CH3:11])([CH3:8])[CH3:7].[Cl:13][C:14]1[CH:19]=[CH:18][C:17]([CH2:20][C:21]([O:23][CH2:24][CH3:25])=[O:22])=[C:16]([F:26])[CH:15]=1.[C:27](Cl)(=[O:29])[CH3:28], predict the reaction product. The product is: [CH:6]([N-:9][CH:10]([CH3:12])[CH3:11])([CH3:8])[CH3:7].[Li+:5].[Cl:13][C:14]1[CH:19]=[CH:18][C:17]([CH:20]([C:27](=[O:29])[CH3:28])[C:21]([O:23][CH2:24][CH3:25])=[O:22])=[C:16]([F:26])[CH:15]=1. (9) Given the reactants [NH2:1][CH:2]1[C:10]2[C:5](=[CH:6][CH:7]=[CH:8][CH:9]=2)[CH2:4][CH:3]1[OH:11].[CH3:12][C:13]1[N:14]=[C:15]2[C:20]([O:21][CH2:22][CH2:23][CH:24]([C:29]([F:32])([F:31])[F:30])[C:25]([F:28])([F:27])[F:26])=[CH:19][C:18]([CH3:33])=[CH:17][N:16]2[C:34]=1[C:35](O)=[O:36].CN(C(ON1N=NC2C=CC=NC1=2)=[N+](C)C)C.F[P-](F)(F)(F)(F)F.CN1CCOCC1, predict the reaction product. The product is: [OH:11][CH:3]1[CH2:4][C:5]2[C:10](=[CH:9][CH:8]=[CH:7][CH:6]=2)[CH:2]1[NH:1][C:35]([C:34]1[N:16]2[CH:17]=[C:18]([CH3:33])[CH:19]=[C:20]([O:21][CH2:22][CH2:23][CH:24]([C:25]([F:28])([F:27])[F:26])[C:29]([F:30])([F:31])[F:32])[C:15]2=[N:14][C:13]=1[CH3:12])=[O:36].